Token-level Classification. Given an antigen amino acid sequence, predict which amino acid positions are active epitope sites capable of antibody binding. Output is a list of indices for active positions. From a dataset of B-cell epitopes from IEDB database with 3,159 antigens for binding position prediction. (1) Given the antigen sequence: MVPCTLLLLLAAALAPTQTRAGPHSLRYFVTAVSRPGLGEPRYMEVGYVDDTEFVRFDSDAENPRYEPRARWMEQEGPEYWERETQKAKGNEQSFRVDLRTLLGYYNQSKGGSHTIQVISGCEVGSDGRLLRGYQQYAYDGCDYIALNEDLKTWTAADMAALITKHKWEQAGEAERLRAYLEGTCVEWLRRYLKNGNATLLRTDSPKAHVTHHSRPEDKVTLRCWALGFYPADITLTWQLNGEELIQDMELVETRPAGDGTFQKWASVVVPLGKEQYYTCHVYHQGLPEPLTLRWEPPPSTVSNMATVAVLVVLGAAIVTGAVVAFVMKMRRRNTGGKGGDYALAPGSQTSDLSLPDCKVMVHDPHSLA, which amino acid positions are active epitope sites? The epitope positions are: [81, 82, 83, 84, 85, 86, 87, 88, 89]. The amino acids at these positions are: ERETQKAKG. (2) The epitope positions are: [34, 35, 36, 37, 38, 39, 40, 41, 42, 43, 44, 45, 46, 47, 48, 49, 50, 51, 52, 53]. The amino acids at these positions are: EDEIDGPAGQAEPDRAHYNI. Given the antigen sequence: MHGDTPTLHEYMLDLQPETTDLYCYEQLSDSSEEEDEIDGPAGQAEPDRAHYNIVTFCCKCDSTLRLCVQSTHVDIRTLEDLLMGTLGIVCPICS, which amino acid positions are active epitope sites?